This data is from Forward reaction prediction with 1.9M reactions from USPTO patents (1976-2016). The task is: Predict the product of the given reaction. Given the reactants CS(O[C@H:6]1[CH2:11][CH2:10][CH2:9][CH2:8][C@@H:7]1[N:12]1[C:16]([C:17]2[CH:22]=[CH:21][CH:20]=[CH:19][CH:18]=2)=[C:15]([C:23]([O:25][CH2:26][CH3:27])=[O:24])[N:14]=[CH:13]1)(=O)=O.[N-:28]=[N+:29]=[N-:30].[Na+], predict the reaction product. The product is: [N:28]([C@@H:6]1[CH2:11][CH2:10][CH2:9][CH2:8][C@@H:7]1[N:12]1[C:16]([C:17]2[CH:22]=[CH:21][CH:20]=[CH:19][CH:18]=2)=[C:15]([C:23]([O:25][CH2:26][CH3:27])=[O:24])[N:14]=[CH:13]1)=[N+:29]=[N-:30].